From a dataset of Catalyst prediction with 721,799 reactions and 888 catalyst types from USPTO. Predict which catalyst facilitates the given reaction. (1) Reactant: C(=O)([O-])[O-].[Cs+].[Cs+].[CH3:7][NH:8][S:9]([CH3:12])(=[O:11])=[O:10].F[C:14]1[CH:19]=[CH:18][CH:17]=[CH:16][C:15]=1[N+:20]([O-:22])=[O:21]. Product: [CH3:7][N:8]([C:14]1[CH:19]=[CH:18][CH:17]=[CH:16][C:15]=1[N+:20]([O-:22])=[O:21])[S:9]([CH3:12])(=[O:11])=[O:10]. The catalyst class is: 10. (2) Reactant: Cl.[C:2]12([NH3+:12])[CH2:11][CH:6]3[CH2:7][CH:8]([CH2:10][CH:4]([CH2:5]3)[CH2:3]1)[CH2:9]2. Product: [C:2]12([NH2:12])[CH2:9][CH:8]3[CH2:7][CH:6]([CH2:5][CH:4]([CH2:10]3)[CH2:3]1)[CH2:11]2. The catalyst class is: 6. (3) Reactant: [C:1]([O:5][C:6]([N:8]1[CH2:13][CH2:12][CH:11]([CH:14]([OH:26])[C:15]2[CH:20]=[CH:19][C:18]([O:21][C:22]([F:25])([F:24])[F:23])=[CH:17][CH:16]=2)[CH2:10][CH2:9]1)=[O:7])([CH3:4])([CH3:3])[CH3:2].C1C=C[NH+]=CC=1.[O-][Cr](Cl)(=O)=O. Product: [C:1]([O:5][C:6]([N:8]1[CH2:9][CH2:10][CH:11]([C:14](=[O:26])[C:15]2[CH:16]=[CH:17][C:18]([O:21][C:22]([F:23])([F:24])[F:25])=[CH:19][CH:20]=2)[CH2:12][CH2:13]1)=[O:7])([CH3:4])([CH3:2])[CH3:3]. The catalyst class is: 2.